Task: Predict which catalyst facilitates the given reaction.. Dataset: Catalyst prediction with 721,799 reactions and 888 catalyst types from USPTO (1) Reactant: Cl[C:2]1[CH:7]=[CH:6][C:5]([CH3:8])=[CH:4][CH:3]=1.[CH2:9]([NH2:16])[C:10]1[CH:15]=[CH:14][CH:13]=[CH:12][CH:11]=1.CC(C)([O-])C.[Na+]. Product: [CH3:8][C:5]1[CH:6]=[CH:7][C:2]([NH:16][CH2:9][C:10]2[CH:15]=[CH:14][CH:13]=[CH:12][CH:11]=2)=[CH:3][CH:4]=1. The catalyst class is: 222. (2) Reactant: [Li+].[OH-].[O:3]=[C:4]1[N:10]([CH:11]2[CH2:16][CH2:15][N:14]([C:17]([O:19][C@H:20]([CH2:38][C:39]3[CH:48]=[C:47]([CH3:49])[C:42]4[NH:43][C:44](=[O:46])[O:45][C:41]=4[CH:40]=3)[C:21]([N:23]3[CH2:28][CH2:27][CH:26]([N:29]4[CH2:33][CH2:32][CH2:31][C@H:30]4[C:34]([O:36]C)=[O:35])[CH2:25][CH2:24]3)=[O:22])=[O:18])[CH2:13][CH2:12]2)[CH2:9][CH2:8][C:7]2[CH:50]=[CH:51][CH:52]=[CH:53][C:6]=2[NH:5]1. Product: [O:3]=[C:4]1[N:10]([CH:11]2[CH2:12][CH2:13][N:14]([C:17]([O:19][C@H:20]([CH2:38][C:39]3[CH:48]=[C:47]([CH3:49])[C:42]4[NH:43][C:44](=[O:46])[O:45][C:41]=4[CH:40]=3)[C:21]([N:23]3[CH2:24][CH2:25][CH:26]([N:29]4[CH2:33][CH2:32][CH2:31][C@H:30]4[C:34]([OH:36])=[O:35])[CH2:27][CH2:28]3)=[O:22])=[O:18])[CH2:15][CH2:16]2)[CH2:9][CH2:8][C:7]2[CH:50]=[CH:51][CH:52]=[CH:53][C:6]=2[NH:5]1. The catalyst class is: 90. (3) Reactant: C(OP(OCC)(O[CH:7]([CH3:16])/[CH:8]=[C:9](\[CH3:15])/[C:10]([O:12][CH2:13][CH3:14])=[O:11])=O)C.[CH3:20][O:21][C:22]1[CH:27]=[CH:26][C:25]([NH2:28])=[CH:24][CH:23]=1.CCCCCCC. Product: [C:10]([O:12][CH:13]([CH3:14])[CH3:20])([CH3:9])=[O:11].[CH3:20][O:21][C:22]1[CH:27]=[CH:26][C:25]([NH:28][CH:7]([CH3:16])/[CH:8]=[C:9](\[CH3:15])/[C:10]([O:12][CH2:13][CH3:14])=[O:11])=[CH:24][CH:23]=1. The catalyst class is: 707. (4) Reactant: Cl[C:2]1[C:7]([C:8]([C:10]2[CH:15]=[CH:14][CH:13]=[CH:12][C:11]=2[O:16][CH3:17])=[O:9])=[CH:6][CH:5]=[C:4]([Cl:18])[N:3]=1.[OH-].[NH4+:20].O.C(OCC)(=O)C. Product: [NH2:20][C:2]1[C:7]([C:8]([C:10]2[CH:15]=[CH:14][CH:13]=[CH:12][C:11]=2[O:16][CH3:17])=[O:9])=[CH:6][CH:5]=[C:4]([Cl:18])[N:3]=1. The catalyst class is: 12. (5) Reactant: [NH:1]1[C:9]2[C:8]([C:10]([O:12][CH3:13])=[O:11])=[CH:7][N:6]=[CH:5][C:4]=2[CH:3]=[CH:2]1.C[Si]([N-][Si](C)(C)C)(C)C.[K+].[CH3:24][C:25]1[CH:30]=[CH:29][C:28]([S:31](Cl)(=[O:33])=[O:32])=[CH:27][CH:26]=1.[NH4+].[Cl-]. Product: [S:31]([N:1]1[C:9]2[C:8]([C:10]([O:12][CH3:13])=[O:11])=[CH:7][N:6]=[CH:5][C:4]=2[CH:3]=[CH:2]1)([C:28]1[CH:29]=[CH:30][C:25]([CH3:24])=[CH:26][CH:27]=1)(=[O:33])=[O:32]. The catalyst class is: 76. (6) The catalyst class is: 3. Reactant: [C:1]([C:6]1[C:14]([CH3:15])=[CH:13][CH:12]=[CH:11][C:7]=1[C:8]([OH:10])=O)(=[O:5])[CH:2]([CH3:4])[CH3:3].[CH2:16]([O:18][C:19]([C:21]1([NH2:30])[CH2:29][C:28]2[C:23](=[CH:24][CH:25]=[CH:26][CH:27]=2)[CH2:22]1)=[O:20])[CH3:17].CN(C(ON1N=NC2C=CC=NC1=2)=[N+](C)C)C.F[P-](F)(F)(F)(F)F.CCN(C(C)C)C(C)C. Product: [CH2:16]([O:18][C:19]([C:21]1([NH:30][C:8](=[O:10])[C:7]2[CH:11]=[CH:12][CH:13]=[C:14]([CH3:15])[C:6]=2[C:1](=[O:5])[CH:2]([CH3:3])[CH3:4])[CH2:29][C:28]2[C:23](=[CH:24][CH:25]=[CH:26][CH:27]=2)[CH2:22]1)=[O:20])[CH3:17].